From a dataset of Catalyst prediction with 721,799 reactions and 888 catalyst types from USPTO. Predict which catalyst facilitates the given reaction. Reactant: C(N(CC)CC)C.[NH2:8][C:9]1[CH:10]=[C:11]([C:15]#[C:16][C:17]2[CH:18]=[N:19][C:20]([NH2:23])=[N:21][CH:22]=2)[CH:12]=[N:13][CH:14]=1.[C:24]([C:28]1[CH:32]=[C:31]([NH:33][C:34](=O)[O:35]C2C=CC=CC=2)[N:30]([CH3:43])[N:29]=1)([CH3:27])([CH3:26])[CH3:25]. Product: [NH2:23][C:20]1[N:19]=[CH:18][C:17]([C:16]#[C:15][C:11]2[CH:10]=[C:9]([NH:8][C:34]([NH:33][C:31]3[N:30]([CH3:43])[N:29]=[C:28]([C:24]([CH3:27])([CH3:26])[CH3:25])[CH:32]=3)=[O:35])[CH:14]=[N:13][CH:12]=2)=[CH:22][N:21]=1. The catalyst class is: 12.